This data is from Full USPTO retrosynthesis dataset with 1.9M reactions from patents (1976-2016). The task is: Predict the reactants needed to synthesize the given product. (1) Given the product [CH3:22][C:21]1[C:16]([C:2]#[C:1][C:3]2[C:4]([C:9]3[CH:14]=[CH:13][CH:12]=[CH:11][CH:10]=3)=[N:5][O:6][C:7]=2[CH3:8])=[N:17][CH:18]=[CH:19][CH:20]=1, predict the reactants needed to synthesize it. The reactants are: [C:1]([C:3]1[C:4]([C:9]2[CH:14]=[CH:13][CH:12]=[CH:11][CH:10]=2)=[N:5][O:6][C:7]=1[CH3:8])#[CH:2].Br[C:16]1[C:21]([CH3:22])=[CH:20][CH:19]=[CH:18][N:17]=1. (2) Given the product [Cl:19][C:20]1[N:25]=[C:24]([Cl:26])[N:23]=[C:22]2[N:27]([CH:6]3[CH2:5][CH2:4][CH2:3][CH2:2][O:1]3)[N:28]=[CH:29][C:21]=12.[Cl:19][C:20]1[C:21]2[C:22](=[N:27][N:28]([CH:6]3[CH2:5][CH2:4][CH2:3][CH2:2][O:1]3)[CH:29]=2)[N:23]=[C:24]([Cl:26])[N:25]=1, predict the reactants needed to synthesize it. The reactants are: [O:1]1[CH:6]=[CH:5][CH2:4][CH2:3][CH2:2]1.O.C1(C)C=CC(S(O)(=O)=O)=CC=1.[Cl:19][C:20]1[N:25]=[C:24]([Cl:26])[N:23]=[C:22]2[NH:27][N:28]=[CH:29][C:21]=12. (3) Given the product [Br:19][C:8]1[CH:7]=[C:6]([CH2:10][CH3:11])[C:4]([NH2:5])=[C:3]([CH2:1][CH3:2])[CH:9]=1, predict the reactants needed to synthesize it. The reactants are: [CH2:1]([C:3]1[CH:9]=[CH:8][CH:7]=[C:6]([CH2:10][CH3:11])[C:4]=1[NH2:5])[CH3:2].C1C(=O)N([Br:19])C(=O)C1. (4) Given the product [F:1][C:2]1[CH:3]=[CH:4][C:5]([C:8]2[NH:12][N:11]=[CH:10][C:9]=2/[CH:13]=[CH:16]/[C:17]([OH:19])=[O:18])=[CH:6][CH:7]=1, predict the reactants needed to synthesize it. The reactants are: [F:1][C:2]1[CH:7]=[CH:6][C:5]([C:8]2[NH:12][N:11]=[CH:10][C:9]=2[CH:13]=O)=[CH:4][CH:3]=1.C(O)(=O)[CH2:16][C:17]([OH:19])=[O:18].N1CCCCC1.Cl. (5) Given the product [CH:7]([O:11][C:12]1[C:19]([O:20][CH3:21])=[CH:18][CH:17]=[CH:16][C:13]=1[CH:14]=[O:15])([CH3:9])[CH3:8], predict the reactants needed to synthesize it. The reactants are: C([O-])([O-])=O.[K+].[K+].[CH:7](Br)([CH3:9])[CH3:8].[OH:11][C:12]1[C:19]([O:20][CH3:21])=[CH:18][CH:17]=[CH:16][C:13]=1[CH:14]=[O:15].[NH4+].[Cl-]. (6) Given the product [C:23]([C:7]1[C:8]2[C:13](=[CH:12][CH:11]=[C:10]([O:16][C:17]3[CH:22]=[CH:21][CH:20]=[CH:19][CH:18]=3)[CH:9]=2)[C:14]([OH:15])=[C:5]([C:3]([NH:25][CH2:26][CH2:27][CH2:28][CH2:29][C:30]([OH:32])=[O:31])=[O:4])[N:6]=1)#[N:24], predict the reactants needed to synthesize it. The reactants are: CO[C:3]([C:5]1[N:6]=[C:7]([C:23]#[N:24])[C:8]2[C:13]([C:14]=1[OH:15])=[CH:12][CH:11]=[C:10]([O:16][C:17]1[CH:22]=[CH:21][CH:20]=[CH:19][CH:18]=1)[CH:9]=2)=[O:4].[NH2:25][CH2:26][CH2:27][CH2:28][CH2:29][C:30]([OH:32])=[O:31].C[O-].[Na+].CO.Cl. (7) Given the product [S:17]1[CH:21]=[CH:20][CH:19]=[C:18]1[CH:22]=[CH:16][C:7]1[CH:8]=[CH:9][C:10]2[C:5](=[C:4]3[C:13](=[CH:12][CH:11]=2)[CH:14]=[CH:15][C:2]([CH:1]=[CH:22][C:18]2[S:17][CH:21]=[CH:20][CH:19]=2)=[N:3]3)[N:6]=1, predict the reactants needed to synthesize it. The reactants are: [CH3:1][C:2]1[CH:15]=[CH:14][C:13]2[C:4](=[C:5]3[C:10](=[CH:11][CH:12]=2)[CH:9]=[CH:8][C:7]([CH3:16])=[N:6]3)[N:3]=1.[S:17]1[CH:21]=[CH:20][CH:19]=[C:18]1[CH:22]=O. (8) Given the product [CH3:46][O:45][C:43]([C:42]1[CH:47]=[CH:48][C:39]([C@@H:37]([NH:36][C:18]([C@H:17]2[CH2:16][C:15]3[C:10](=[CH:11][CH:12]=[CH:13][CH:14]=3)[CH2:9][N:8]2[C:6]([O:5][C:1]([CH3:4])([CH3:3])[CH3:2])=[O:7])=[O:19])[CH3:38])=[CH:40][CH:41]=1)=[O:44], predict the reactants needed to synthesize it. The reactants are: [C:1]([O:5][C:6]([N:8]1[C@@H:17]([C:18](O)=[O:19])[CH2:16][C:15]2[C:10](=[CH:11][CH:12]=[CH:13][CH:14]=2)[CH2:9]1)=[O:7])([CH3:4])([CH3:3])[CH3:2].C(N(CC)CC)C.ClC(OCC(C)C)=O.[NH2:36][C@H:37]([C:39]1[CH:48]=[CH:47][C:42]([C:43]([O:45][CH3:46])=[O:44])=[CH:41][CH:40]=1)[CH3:38].